Dataset: Catalyst prediction with 721,799 reactions and 888 catalyst types from USPTO. Task: Predict which catalyst facilitates the given reaction. (1) Reactant: [I:1][C:2]1[CH:3]=[C:4]2[C:8](=[CH:9][CH:10]=1)[NH:7][C:6](=[O:11])[C:5]2=O.[O:13]([C:20]1[CH:21]=[C:22]([CH:27]=[CH:28][CH:29]=1)[C:23]([NH:25][NH2:26])=[O:24])[C:14]1[CH:19]=[CH:18][CH:17]=[CH:16][CH:15]=1. Product: [I:1][C:2]1[CH:3]=[C:4]2[C:8](=[CH:9][CH:10]=1)[NH:7][C:6](=[O:11])[C:5]2=[N:26][NH:25][C:23](=[O:24])[C:22]1[CH:27]=[CH:28][CH:29]=[C:20]([O:13][C:14]2[CH:15]=[CH:16][CH:17]=[CH:18][CH:19]=2)[CH:21]=1. The catalyst class is: 15. (2) Reactant: [F:1][C:2]1[N:7]=[C:6]([N:8]2[CH2:13][CH2:12][NH:11][CH2:10][CH2:9]2)[CH:5]=[CH:4][CH:3]=1.Cl[CH2:15][CH2:16][CH2:17][CH2:18][N:19]1[C:24](=[O:25])[N:23]([CH3:26])[C:22](=[O:27])[CH:21]=[N:20]1.C(N(CC)CC)C. Product: [F:1][C:2]1[N:7]=[C:6]([N:8]2[CH2:13][CH2:12][N:11]([CH2:15][CH2:16][CH2:17][CH2:18][N:19]3[C:24](=[O:25])[N:23]([CH3:26])[C:22](=[O:27])[CH:21]=[N:20]3)[CH2:10][CH2:9]2)[CH:5]=[CH:4][CH:3]=1. The catalyst class is: 51.